From a dataset of Reaction yield outcomes from USPTO patents with 853,638 reactions. Predict the reaction yield, written as a fraction of the theoretical maximum amount of product (1.0 means a 100% yield; for example, 0.34 means a 34% yield). (1) The reactants are Cl.[CH:2]1([CH2:5][CH2:6][NH2:7])[CH2:4][CH2:3]1.C(N(C(C)C)CC)(C)C.[N:17]([C:20]1[CH:25]=[CH:24][C:23]([C:26]2[N:27]=[C:28]([CH3:31])[S:29][CH:30]=2)=[CH:22][CH:21]=1)=[C:18]=[O:19].[C:32](Cl)(=[O:37])[CH2:33][C:34](Cl)=[O:35]. The catalyst is C(Cl)(Cl)Cl. The product is [CH:2]1([CH2:5][CH2:6][N:7]2[C:34](=[O:35])[CH2:33][C:32](=[O:37])[N:17]([C:20]3[CH:25]=[CH:24][C:23]([C:26]4[N:27]=[C:28]([CH3:31])[S:29][CH:30]=4)=[CH:22][CH:21]=3)[C:18]2=[O:19])[CH2:4][CH2:3]1. The yield is 0.330. (2) The reactants are Br.Br.[CH2:3]1[C:9]2[CH:10]=[CH:11][C:12]([NH2:14])=[CH:13][C:8]=2[CH2:7][CH2:6][NH:5][CH2:4]1.[OH-:15].[Na+].[C:17]1([CH3:29])[CH:22]=[CH:21][CH:20]=[C:19]([S:23]([N:26]=[C:27]=[O:28])(=[O:25])=[O:24])[CH:18]=1.C(O[CH2:33][CH3:34])C. The catalyst is C(Cl)Cl. The product is [CH3:29][C:17]1[CH:18]=[C:19]([S:23]([NH:26][C:27]([N:5]2[CH2:4][CH2:3][C:9]3[CH:10]=[CH:11][C:12]([NH:14][C:27](=[O:28])[NH:26][S:23]([C:19]4[CH:18]=[CH:17][CH:22]=[C:33]([CH3:34])[CH:20]=4)(=[O:24])=[O:15])=[CH:13][C:8]=3[CH2:7][CH2:6]2)=[O:28])(=[O:25])=[O:24])[CH:20]=[CH:21][CH:22]=1. The yield is 0.560. (3) The reactants are Cl[C:2]1[N:10]=[C:9](Cl)[CH:8]=[CH:7][C:3]=1[C:4]([NH2:6])=[O:5].[O:12]([C:19]1[CH:24]=[CH:23][C:22]([OH:25])=[CH:21][CH:20]=1)[C:13]1[CH:18]=[CH:17][CH:16]=[CH:15][CH:14]=1.[C@H:26]12[CH2:32][C@H:29]([NH:30][CH2:31]1)[CH2:28][N:27]2[C:33]([O:35]C(C)(C)C)=O.[C:40](O)(=O)[CH:41]=C. No catalyst specified. The product is [C:33]([N:27]1[CH2:28][C@@H:29]2[CH2:32][C@H:26]1[CH2:31][N:30]2[C:9]1[CH:8]=[CH:7][C:3]([C:4]([NH2:6])=[O:5])=[C:2]([O:25][C:22]2[CH:21]=[CH:20][C:19]([O:12][C:13]3[CH:18]=[CH:17][CH:16]=[CH:15][CH:14]=3)=[CH:24][CH:23]=2)[N:10]=1)(=[O:35])[CH:40]=[CH2:41]. The yield is 0.510. (4) The reactants are [C:1]([Si:5]([CH3:24])([CH3:23])[O:6][C:7]1[CH:12]=[C:11]([C:13]([CH3:21])([CH3:20])[O:14][SiH2:15][C:16]([CH3:19])([CH3:18])[CH3:17])[CH:10]=[CH:9][C:8]=1[F:22])([CH3:4])([CH3:3])[CH3:2].[Li]C(CC)C.B(OC)(OC)[O:31]C.C(O)(=O)C.OO.O. The catalyst is C1COCC1. The product is [C:1]([Si:5]([CH3:24])([CH3:23])[O:6][C:7]1[C:8]([F:22])=[C:9]([OH:31])[CH:10]=[C:11]([C:13]([CH3:21])([CH3:20])[O:14][SiH2:15][C:16]([CH3:19])([CH3:18])[CH3:17])[CH:12]=1)([CH3:4])([CH3:3])[CH3:2]. The yield is 0.640. (5) The reactants are Cl[C:2]1[C:7]([C:8]#[N:9])=[CH:6][N:5]=[C:4]2[C:10]3[CH:16]=[CH:15][CH:14]=[CH:13][C:11]=3[S:12][C:3]=12.[O:17]([C:24]1[CH:30]=[CH:29][C:27]([NH2:28])=[CH:26][CH:25]=1)[C:18]1[CH:23]=[CH:22][CH:21]=[CH:20][CH:19]=1. The catalyst is C(OCCO)C. The product is [O:17]([C:24]1[CH:25]=[CH:26][C:27]([NH:28][C:2]2[C:7]([C:8]#[N:9])=[CH:6][N:5]=[C:4]3[C:10]4[CH:16]=[CH:15][CH:14]=[CH:13][C:11]=4[S:12][C:3]=23)=[CH:29][CH:30]=1)[C:18]1[CH:23]=[CH:22][CH:21]=[CH:20][CH:19]=1. The yield is 0.600. (6) The reactants are [Br:1][C:2]1[CH:3]=[C:4]([NH:13][CH:14]2[CH2:19][CH2:18][O:17][CH2:16][CH2:15]2)[C:5]([CH3:12])=[C:6]([CH:11]=1)[C:7]([O:9][CH3:10])=[O:8].[CH:20](=O)[CH3:21].C(O)(=O)C.C(O[BH-](OC(=O)C)OC(=O)C)(=O)C.[Na+]. The catalyst is ClC(Cl)C. The product is [Br:1][C:2]1[CH:3]=[C:4]([N:13]([CH2:20][CH3:21])[CH:14]2[CH2:19][CH2:18][O:17][CH2:16][CH2:15]2)[C:5]([CH3:12])=[C:6]([CH:11]=1)[C:7]([O:9][CH3:10])=[O:8]. The yield is 0.933. (7) The product is [C:35]([CH2:34][N:29]1[CH:30]=[CH:31][N:32]=[C:28]1[S:27][C:26]1[CH:25]=[CH:24][C:4]([NH:5][C:6]2[C:15]3[C:10](=[CH:11][CH:12]=[CH:13][C:14]=3[O:16][CH:17]3[CH2:22][CH2:21][N:20]([CH3:23])[CH2:19][CH2:18]3)[N:9]=[CH:8][N:7]=2)=[CH:3][C:2]=1[Cl:1])(=[O:36])[NH2:37]. The reactants are [Cl:1][C:2]1[CH:3]=[C:4]([CH:24]=[CH:25][C:26]=1[S:27][C:28]1[NH:29][CH:30]=[CH:31][N:32]=1)[NH:5][C:6]1[C:15]2[C:10](=[CH:11][CH:12]=[CH:13][C:14]=2[O:16][CH:17]2[CH2:22][CH2:21][N:20]([CH3:23])[CH2:19][CH2:18]2)[N:9]=[CH:8][N:7]=1.Cl[CH2:34][C:35]([NH2:37])=[O:36]. The yield is 0.340. No catalyst specified.